From a dataset of Full USPTO retrosynthesis dataset with 1.9M reactions from patents (1976-2016). Predict the reactants needed to synthesize the given product. (1) Given the product [Cl:1][C:2]1[CH:7]=[CH:6][C:5]([CH:8]([Cl:24])[C:10]2[CH:15]=[CH:14][C:13]([Cl:16])=[CH:12][CH:11]=2)=[CH:4][CH:3]=1, predict the reactants needed to synthesize it. The reactants are: [Cl:1][C:2]1[CH:7]=[CH:6][C:5]([CH:8]([C:10]2[CH:15]=[CH:14][C:13]([Cl:16])=[CH:12][CH:11]=2)O)=[CH:4][CH:3]=1.CN(C)C=O.S(Cl)([Cl:24])=O. (2) Given the product [CH3:1][O:19][C:18]([C:16]1[CH:15]=[CH:14][C:13]2[N:12]([CH:11]=[CH:10][N:9]=2)[CH:17]=1)=[O:20], predict the reactants needed to synthesize it. The reactants are: [C:1](=O)([O-])[O-].[Cs+].[Cs+].IC.[N:9]1[CH:10]=[CH:11][N:12]2[CH:17]=[C:16]([C:18]([OH:20])=[O:19])[CH:15]=[CH:14][C:13]=12.